Task: Predict the reactants needed to synthesize the given product.. Dataset: Full USPTO retrosynthesis dataset with 1.9M reactions from patents (1976-2016) (1) Given the product [C:12]([O:11][C:9]([N:29]1[CH2:28][CH2:27][C:26]2[C:31](=[CH:32][CH:33]=[C:24]([O:23][CH2:16][C:17]3[CH:18]=[CH:19][CH:20]=[CH:21][CH:22]=3)[CH:25]=2)[CH:30]1[C:34]1[CH:39]=[CH:38][C:37]([O:40][CH2:41][CH2:42][N:43]2[CH2:44][CH2:45][CH2:46][CH2:47]2)=[CH:36][CH:35]=1)=[O:10])([CH3:13])([CH3:14])[CH3:15], predict the reactants needed to synthesize it. The reactants are: [C:9](O[C:9]([O:11][C:12]([CH3:15])([CH3:14])[CH3:13])=[O:10])([O:11][C:12]([CH3:15])([CH3:14])[CH3:13])=[O:10].[CH2:16]([O:23][C:24]1[CH:25]=[C:26]2[C:31](=[CH:32][CH:33]=1)[CH:30]([C:34]1[CH:39]=[CH:38][C:37]([O:40][CH2:41][CH2:42][N:43]3[CH2:47][CH2:46][CH2:45][CH2:44]3)=[CH:36][CH:35]=1)[NH:29][CH2:28][CH2:27]2)[C:17]1[CH:22]=[CH:21][CH:20]=[CH:19][CH:18]=1.CCN(CC)CC. (2) Given the product [NH2:1][C:2]1[CH:18]=[CH:17][C:5]2[N:6]([C:9]3[CH:14]=[CH:13][CH:12]=[CH:11][C:10]=3[OH:15])[CH:7]=[N:8][C:4]=2[CH:3]=1, predict the reactants needed to synthesize it. The reactants are: [NH2:1][C:2]1[CH:18]=[CH:17][C:5]2[N:6]([C:9]3[CH:14]=[CH:13][CH:12]=[CH:11][C:10]=3[O:15]C)[CH:7]=[N:8][C:4]=2[CH:3]=1.B(Br)(Br)Br. (3) Given the product [ClH:18].[CH:1]12[CH2:17][CH:5]3[NH:6][CH:7]([CH2:9][CH:3]([CH2:4]3)[O:2]1)[CH2:8]2, predict the reactants needed to synthesize it. The reactants are: [CH:1]12[CH2:17][CH:5]3[N:6](C(OC(C)(C)C)=O)[CH:7]([CH2:9][CH:3]([CH2:4]3)[O:2]1)[CH2:8]2.[ClH:18]. (4) Given the product [CH2:4]([CH:5]1[CH2:6][N:7]2[CH2:8][CH2:9][C:10]3[C:15]([CH:16]2[CH2:17][CH:18]1[NH2:27])=[CH:14][C:13]([O:20][CH3:21])=[C:12]([O:22][CH3:23])[CH:11]=3)[CH:2]([CH3:3])[CH3:1], predict the reactants needed to synthesize it. The reactants are: [CH3:1][CH:2]([CH2:4][CH:5]1[C:18](=O)[CH2:17][CH:16]2[N:7]([CH2:8][CH2:9][C:10]3[C:15]2=[CH:14][C:13]([O:20][CH3:21])=[C:12]([O:22][CH3:23])[CH:11]=3)[CH2:6]1)[CH3:3].Cl.NO.[N:27]1C=CC=CC=1. (5) Given the product [Br:1][C:2]1[C:3]([C:9]([O:11][CH3:17])=[O:10])=[N:4][C:5]([Cl:8])=[CH:6][CH:7]=1, predict the reactants needed to synthesize it. The reactants are: [Br:1][C:2]1[C:3]([C:9]([OH:11])=[O:10])=[N:4][C:5]([Cl:8])=[CH:6][CH:7]=1.OS(O)(=O)=O.[CH3:17]O. (6) Given the product [ClH:41].[CH3:1][O:2][C:3]([C:5]1[N:6]=[C:7]([C:37]([F:40])([F:38])[F:39])[N:8]2[CH2:13][CH2:12][N:11]([C:14](=[O:35])[CH2:15][CH:16]([NH2:27])[CH2:17][C:18]3[CH:23]=[C:22]([F:24])[C:21]([F:25])=[CH:20][C:19]=3[F:26])[C@H:10]([CH3:36])[C:9]=12)=[O:4], predict the reactants needed to synthesize it. The reactants are: [CH3:1][O:2][C:3]([C:5]1[N:6]=[C:7]([C:37]([F:40])([F:39])[F:38])[N:8]2[CH2:13][CH2:12][N:11]([C:14](=[O:35])[CH2:15][CH:16]([NH:27]C(OC(C)(C)C)=O)[CH2:17][C:18]3[CH:23]=[C:22]([F:24])[C:21]([F:25])=[CH:20][C:19]=3[F:26])[C@H:10]([CH3:36])[C:9]=12)=[O:4].[ClH:41]. (7) Given the product [Cl:2][C:3]1[CH:4]=[C:5]2[C:9](=[CH:10][CH:11]=1)[N:8]([CH3:12])[C:7]([C:13]1[CH:18]=[CH:17][C:16]([Cl:19])=[CH:15][CH:14]=1)=[C:6]2[CH2:20][CH2:21][C:22]([N:34]1[CH2:35][CH2:36][C:31]([CH:25]2[CH2:26][CH2:27][CH2:28][CH2:29][CH2:30]2)([OH:37])[CH2:32][CH2:33]1)=[NH:24], predict the reactants needed to synthesize it. The reactants are: Cl.[Cl:2][C:3]1[CH:4]=[C:5]2[C:9](=[CH:10][CH:11]=1)[N:8]([CH3:12])[C:7]([C:13]1[CH:18]=[CH:17][C:16]([Cl:19])=[CH:15][CH:14]=1)=[C:6]2[CH2:20][CH2:21][C:22](=[NH:24])O.[CH:25]1([C:31]2([OH:37])[CH2:36][CH2:35][NH:34][CH2:33][CH2:32]2)[CH2:30][CH2:29][CH2:28][CH2:27][CH2:26]1. (8) The reactants are: B.N1C=CC=[CH:4][C:3]=1C.[CH3:9][C:10]1[CH:11]=[CH:12][C:13]([CH:16]([NH:23][C:24]2[CH:25]=[C:26]3[C:35](=[CH:36][CH:37]=2)[S:34][C:33]2[C:32]([C:38]4[NH:43][C:42](=[O:44])[CH:41]=[C:40]([N:45]5[CH2:50][CH2:49][O:48][CH2:47][CH2:46]5)[CH:39]=4)=[CH:31][CH:30]=[CH:29][C:28]=2[S:27]3)[CH:17]2[CH2:22][CH2:21][NH:20][CH2:19][CH2:18]2)=[N:14][CH:15]=1.C(=O)C.C(=O)([O-])O.[Na+]. Given the product [CH2:3]([N:20]1[CH2:19][CH2:18][CH:17]([CH:16]([NH:23][C:24]2[CH:25]=[C:26]3[C:35](=[CH:36][CH:37]=2)[S:34][C:33]2[C:32]([C:38]4[NH:43][C:42](=[O:44])[CH:41]=[C:40]([N:45]5[CH2:50][CH2:49][O:48][CH2:47][CH2:46]5)[CH:39]=4)=[CH:31][CH:30]=[CH:29][C:28]=2[S:27]3)[C:13]2[CH:12]=[CH:11][C:10]([CH3:9])=[CH:15][N:14]=2)[CH2:22][CH2:21]1)[CH3:4], predict the reactants needed to synthesize it. (9) Given the product [OH:17][CH2:16][C:15]([N:10]1[C:11]2[C:7](=[C:6]([NH:5][S:2]([CH3:1])(=[O:4])=[O:3])[CH:14]=[CH:13][CH:12]=2)[CH:8]=[N:9]1)([C:22]1[CH:27]=[CH:26][C:25]([C:28]([F:29])([F:30])[F:31])=[CH:24][CH:23]=1)[CH2:20][CH3:21], predict the reactants needed to synthesize it. The reactants are: [CH3:1][S:2]([NH:5][C:6]1[CH:14]=[CH:13][CH:12]=[C:11]2[C:7]=1[CH:8]=[N:9][N:10]2[C:15]([C:22]1[CH:27]=[CH:26][C:25]([C:28]([F:31])([F:30])[F:29])=[CH:24][CH:23]=1)([CH2:20][CH3:21])[C:16](OC)=[O:17])(=[O:4])=[O:3].[H-].[Al+3].[Li+].[H-].[H-].[H-].Cl. (10) Given the product [CH3:8][N:9]1[CH:13]=[C:12]([C:14]2[CH:15]=[CH:16][C:17]([C:20]([OH:22])=[O:21])=[N:18][CH:19]=2)[CH:11]=[N:10]1, predict the reactants needed to synthesize it. The reactants are: C(O)(C(F)(F)F)=O.[CH3:8][N:9]1[CH:13]=[C:12]([C:14]2[CH:15]=[CH:16][C:17]([C:20]([O:22]C(C)(C)C)=[O:21])=[N:18][CH:19]=2)[CH:11]=[N:10]1.